This data is from Catalyst prediction with 721,799 reactions and 888 catalyst types from USPTO. The task is: Predict which catalyst facilitates the given reaction. (1) Reactant: [C:1]([N:8]1[CH:12]=[CH:11]N=C1)([N:3]1[CH:7]=[CH:6]N=[CH:4]1)=[O:2].Cl.[Cl:14][C:15]1[CH:22]=[C:21]([S:23]([CH3:26])(=[O:25])=[O:24])[CH:20]=[CH:19]C=1CN.C(N(C(C)C)CC)(C)C.Cl.Cl.N1CC[CH:41]([O:44][C:45]2[N:50]=[CH:49][CH:48]=[CH:47][N:46]=2)[CH2:40]C1. Product: [Cl:14][C:15]1[CH:22]=[C:21]([S:23]([CH3:26])(=[O:24])=[O:25])[CH:20]=[CH:19][C:11]=1[CH2:12][NH:8][C:1]([N:3]1[CH2:4][CH2:40][CH:41]([O:44][C:45]2[N:50]=[CH:49][CH:48]=[CH:47][N:46]=2)[CH2:6][CH2:7]1)=[O:2]. The catalyst class is: 98. (2) Reactant: Cl[C:2]1[CH:7]=[C:6]([C:8]#[N:9])[CH:5]=[C:4]([N:10]([CH3:12])[CH3:11])[N:3]=1.[F:13][C:14]([F:25])([F:24])[C:15]1[CH:20]=[CH:19][C:18](B(O)O)=[CH:17][CH:16]=1.C(=O)([O-])[O-].[Cs+].[Cs+].CC(C1C=C(C(C)C)C(C2C=CC=CC=2P(C2CCCCC2)C2CCCCC2)=C(C(C)C)C=1)C. Product: [CH3:11][N:10]([C:4]1[CH:5]=[C:6]([C:8]#[N:9])[CH:7]=[C:2]([C:18]2[CH:19]=[CH:20][C:15]([C:14]([F:25])([F:24])[F:13])=[CH:16][CH:17]=2)[N:3]=1)[CH3:12]. The catalyst class is: 584. (3) Reactant: Cl[C:2]1[N:7]=[C:6]([CH2:8][CH2:9][CH3:10])[N:5]=[C:4]([NH:11][CH2:12][C:13]2[CH:18]=[CH:17][C:16]([F:19])=[CH:15][CH:14]=2)[N:3]=1.[C:20]([O:24][C:25]([N:27]1[C:35]2[C:30](=[CH:31][CH:32]=[C:33]([NH2:36])[CH:34]=2)[CH2:29][CH2:28]1)=[O:26])([CH3:23])([CH3:22])[CH3:21].CS(C)=O. Product: [C:20]([O:24][C:25]([N:27]1[C:35]2[C:30](=[CH:31][CH:32]=[C:33]([NH:36][C:2]3[N:3]=[C:4]([NH:11][CH2:12][C:13]4[CH:18]=[CH:17][C:16]([F:19])=[CH:15][CH:14]=4)[N:5]=[C:6]([CH2:8][CH2:9][CH3:10])[N:7]=3)[CH:34]=2)[CH2:29][CH2:28]1)=[O:26])([CH3:23])([CH3:21])[CH3:22]. The catalyst class is: 6.